Dataset: Full USPTO retrosynthesis dataset with 1.9M reactions from patents (1976-2016). Task: Predict the reactants needed to synthesize the given product. (1) Given the product [F:15][C:16]1[CH:21]=[CH:20][CH:19]=[CH:18][C:17]=1[CH:22]([C:24]1[CH:29]=[CH:28][CH:27]=[CH:26][C:25]=1[F:30])[O:1][C:2]1[CH:11]=[CH:10][C:9]([N+:12]([O-:14])=[O:13])=[CH:8][C:3]=1[C:4]([O:6][CH3:7])=[O:5], predict the reactants needed to synthesize it. The reactants are: [OH:1][C:2]1[CH:11]=[CH:10][C:9]([N+:12]([O-:14])=[O:13])=[CH:8][C:3]=1[C:4]([O:6][CH3:7])=[O:5].[F:15][C:16]1[CH:21]=[CH:20][CH:19]=[CH:18][C:17]=1[CH:22]([C:24]1[CH:29]=[CH:28][CH:27]=[CH:26][C:25]=1[F:30])O.C1(C)C=CC=CC=1.C1(P(C2C=CC=CC=2)C2C=CC=CC=2)C=CC=CC=1. (2) Given the product [CH3:6][O:7][C:8]1[CH:9]=[C:10]([OH:25])[CH:13]=[C:14]([O:18][CH3:19])[C:15]=1[O:16][CH3:17], predict the reactants needed to synthesize it. The reactants are: S(=O)(=O)(O)O.[CH3:6][O:7][C:8]1[CH:9]=[C:10]([CH:13]=[C:14]([O:18][CH3:19])[C:15]=1[O:16][CH3:17])C=O.OO.[OH-].[Na+].S([O-])([O-])=[O:25].[Na+].[Na+]. (3) The reactants are: [NH2:1][C:2]1[O:3][CH2:4][C@@:5]2([N:27]=1)[C:18]1[C:17]([Br:19])=[C:16]([OH:20])[CH:15]=[CH:14][C:13]=1[O:12][C:11]1[C:6]2=[CH:7][C:8]([C:21]2[CH:22]=[N:23][CH:24]=[CH:25][CH:26]=2)=[CH:9][CH:10]=1.C(=O)([O-])[O-].[Cs+].[Cs+].I[CH2:35][C:36]([CH3:39])([CH3:38])[CH3:37]. Given the product [Br:19][C:17]1[C:18]2[C@:5]3([CH2:4][O:3][C:2]([NH2:1])=[N:27]3)[C:6]3[C:11](=[CH:10][CH:9]=[C:8]([C:21]4[CH:22]=[N:23][CH:24]=[CH:25][CH:26]=4)[CH:7]=3)[O:12][C:13]=2[CH:14]=[CH:15][C:16]=1[O:20][CH2:35][C:36]([CH3:39])([CH3:38])[CH3:37], predict the reactants needed to synthesize it. (4) Given the product [F:28][C:22]1[CH:23]=[CH:24][CH:25]=[C:26]([F:27])[C:21]=1[N:16]1[C:10]2[N:11]=[C:12]([S:14][CH3:15])[N:13]=[C:8]([C:31]3[CH:32]=[CH:33][CH:34]=[CH:35][C:30]=3[CH3:1])[C:9]=2[CH:19]=[CH:18][C:17]1=[O:20], predict the reactants needed to synthesize it. The reactants are: [C:1](=O)([O-])[O-].[Na+].[Na+].Cl[C:8]1[C:9]2[CH:19]=[CH:18][C:17](=[O:20])[N:16]([C:21]3[C:26]([F:27])=[CH:25][CH:24]=[CH:23][C:22]=3[F:28])[C:10]=2[N:11]=[C:12]([S:14][CH3:15])[N:13]=1.F[C:30]1[CH:35]=[CH:34][C:33](B(O)O)=[CH:32][CH:31]=1. (5) Given the product [CH3:15][C:14]1[C:13]([CH3:22])=[C:12]([C:11]#[C:10][C:4]2[CH:5]=[N:6][C:7]3[C:8]([NH2:9])=[N:30][C:27]4[CH:26]=[C:25]([CH3:47])[CH:24]=[CH:29][C:28]=4[C:2]=3[CH:3]=2)[CH:21]=[CH:20][C:85]=1[C:84]([O:87][CH3:88])=[O:86], predict the reactants needed to synthesize it. The reactants are: Cl[C:2]1[CH:3]=[C:4]([C:10]#[C:11][C:12]2[CH:21]=[CH:20][C:15](C(OC)=O)=[CH:14][C:13]=2[CH3:22])[CH:5]=[N:6][C:7]=1[C:8]#[N:9].C[C:24]1[CH:29]=[CH:28][C:27]([NH:30]C(=O)OC(C)(C)C)=[C:26](B2OC(C)(C)C(C)(C)O2)[CH:25]=1.[CH:47]1(P(C2CCCCC2)C2C=CC=CC=2C2C(OC)=CC=CC=2OC)CCCCC1.P([O-])([O-])([O-])=O.[K+].[K+].[K+].[C:84]([O:87][CH2:88]C)(=[O:86])[CH3:85]. (6) Given the product [CH2:1]([C:4]1[O:5][C:6]2[C:12]([CH2:13][O:14][C:21]3[CH:22]=[CH:23][C:24]([CH2:30][CH2:31][C:32]([OH:34])=[O:33])=[C:25]4[C:29]=3[CH2:28][CH2:27][CH2:26]4)=[CH:11][C:10]([O:15][C:16]([F:17])([F:18])[F:19])=[CH:9][C:7]=2[CH:8]=1)[CH3:2], predict the reactants needed to synthesize it. The reactants are: [CH2:1]([C:4]1[O:5][C:6]2[C:12]([CH2:13][OH:14])=[CH:11][C:10]([O:15][C:16]([F:19])([F:18])[F:17])=[CH:9][C:7]=2[CH:8]=1)[CH2:2]C.O[C:21]1[CH:22]=[CH:23][C:24]([CH2:30][CH2:31][C:32]([O:34]CC)=[O:33])=[C:25]2[C:29]=1[CH2:28][CH2:27][CH2:26]2. (7) Given the product [Br:47][C:21]1[CH:26]=[CH:25][C:24]([CH2:27][NH:28][C:29]([C:31]2([NH:34][C:35]([C:37]3[CH:38]=[N:39][CH:40]=[N:41][CH:42]=3)=[O:36])[CH2:33][CH2:32]2)=[O:30])=[C:23]([F:43])[CH:22]=1, predict the reactants needed to synthesize it. The reactants are: C(N(CC)CC)C.FC(F)(F)S(OC1C(F)=CC=CC=1[C:21]1[CH:26]=[CH:25][C:24]([CH2:27][NH:28][C:29]([C:31]2([NH:34][C:35]([C:37]3[CH:38]=[N:39][CH:40]=[N:41][CH:42]=3)=[O:36])[CH2:33][CH2:32]2)=[O:30])=[C:23]([F:43])[CH:22]=1)(=O)=O.[Cl-].[Br:47]C1C=CC(C[NH3+])=C(F)C=1.C(Cl)CCl.C1C=NC2N(O)N=NC=2C=1.